Regression. Given a peptide amino acid sequence and an MHC pseudo amino acid sequence, predict their binding affinity value. This is MHC class II binding data. From a dataset of Peptide-MHC class II binding affinity with 134,281 pairs from IEDB. (1) The peptide sequence is VQTAVDFGNSYIAEM. The MHC is HLA-DQA10102-DQB10501 with pseudo-sequence HLA-DQA10102-DQB10501. The binding affinity (normalized) is 0.279. (2) The peptide sequence is LLNNQFGTMPSLTLA. The MHC is DRB3_0101 with pseudo-sequence DRB3_0101. The binding affinity (normalized) is 0.0929. (3) The peptide sequence is EAAFNKAIKESTGGA. The MHC is DRB1_1302 with pseudo-sequence DRB1_1302. The binding affinity (normalized) is 0.152. (4) The peptide sequence is ELLEFHYYLSSKLNK. The MHC is DRB4_0101 with pseudo-sequence DRB4_0103. The binding affinity (normalized) is 0.251. (5) The peptide sequence is NLRLKGVTCRLFRQQ. The MHC is DRB3_0101 with pseudo-sequence DRB3_0101. The binding affinity (normalized) is 0.321. (6) The peptide sequence is GDEQKLRSAGELELQFRRVK. The MHC is HLA-DPA10301-DPB10402 with pseudo-sequence HLA-DPA10301-DPB10402. The binding affinity (normalized) is 0.496. (7) The peptide sequence is LSEEKVPWDQVVMTS. The MHC is DRB5_0101 with pseudo-sequence DRB5_0101. The binding affinity (normalized) is 0.423.